Dataset: Reaction yield outcomes from USPTO patents with 853,638 reactions. Task: Predict the reaction yield, written as a fraction of the theoretical maximum amount of product (1.0 means a 100% yield; for example, 0.34 means a 34% yield). (1) The reactants are [Cl:1][CH2:2][C:3](Cl)=[O:4].[CH2:6]([OH:14])[CH2:7][CH2:8][CH2:9][CH2:10][CH2:11][C:12]#[CH:13]. The catalyst is C(Cl)Cl. The product is [Cl:1][CH2:2][C:3]([O:14][CH2:6][CH2:7][CH2:8][CH2:9][CH2:10][CH2:11][C:12]#[CH:13])=[O:4]. The yield is 1.00. (2) The reactants are C(O)(C(F)(F)F)=O.C(OC(=O)[NH:14][C:15]1[CH:16]=[N:17][CH:18]=[C:19]([C:21]#[C:22][C:23]2[CH:24]=[N:25][C:26]([NH2:29])=[N:27][CH:28]=2)[CH:20]=1)(C)(C)C. The catalyst is C(Cl)Cl.O. The product is [NH2:14][C:15]1[CH:20]=[C:19]([C:21]#[C:22][C:23]2[CH:28]=[N:27][C:26]([NH2:29])=[N:25][CH:24]=2)[CH:18]=[N:17][CH:16]=1. The yield is 0.660. (3) The reactants are [CH2:1]([Mg]Br)[C:2]1[CH:7]=[CH:6][CH:5]=[CH:4][CH:3]=1.[CH3:10][C:11]1[CH2:16][CH:15]([CH3:17])[CH2:14][C:13](=[O:18])[CH:12]=1. The catalyst is C(OCC)C.Cl[Cu]. The product is [CH2:1]([C:11]1([CH3:10])[CH2:16][CH:15]([CH3:17])[CH2:14][C:13](=[O:18])[CH2:12]1)[C:2]1[CH:7]=[CH:6][CH:5]=[CH:4][CH:3]=1. The yield is 0.530. (4) The reactants are [Cl:1][C:2]1[CH:10]=[C:9]2[C:5]([C:6]([C:11]([N:13]3[CH2:18][CH2:17][CH:16]([N:19]4[C:27]5[C:22](=[CH:23][CH:24]=[CH:25][CH:26]=5)[CH2:21][C:20]4=[O:28])[CH2:15][CH2:14]3)=[O:12])=[CH:7][NH:8]2)=[CH:4][CH:3]=1.Cl.Cl[CH2:31][CH2:32][N:33]([CH3:35])[CH3:34].C(=O)([O-])[O-].[Cs+].[Cs+]. The catalyst is C(#N)C.[OH-].[Na+]. The product is [Cl:1][C:2]1[CH:10]=[C:9]2[C:5]([C:6]([C:11]([N:13]3[CH2:18][CH2:17][CH:16]([N:19]4[C:27]5[C:22](=[CH:23][CH:24]=[CH:25][CH:26]=5)[CH2:21][C:20]4=[O:28])[CH2:15][CH2:14]3)=[O:12])=[CH:7][N:8]2[CH2:31][CH2:32][N:33]([CH3:35])[CH3:34])=[CH:4][CH:3]=1. The yield is 0.390. (5) The reactants are [OH:1][CH2:2][CH:3]1[CH2:8][CH2:7][CH:6]([N:9]2[CH2:14][CH2:13][N:12]([C:15]([O:17][C:18]([CH3:21])([CH3:20])[CH3:19])=[O:16])[CH2:11][C@@H:10]2[CH3:22])[CH2:5][CH2:4]1.C(N(CC)CC)C.[CH3:30][S:31](Cl)(=[O:33])=[O:32]. The catalyst is C(Cl)Cl. The product is [CH3:22][C@@H:10]1[N:9]([CH:6]2[CH2:5][CH2:4][CH:3]([CH2:2][O:1][S:31]([CH3:30])(=[O:33])=[O:32])[CH2:8][CH2:7]2)[CH2:14][CH2:13][N:12]([C:15]([O:17][C:18]([CH3:21])([CH3:20])[CH3:19])=[O:16])[CH2:11]1. The yield is 0.800. (6) The reactants are [CH3:1][C:2]([N:7]1[CH2:12][CH2:11][CH:10]([C:13]2[S:14][C:15]([C:18]3[CH:23]=[CH:22][C:21]([NH:24][C:25]([NH:27][C:28]4[CH:33]=[C:32](F)[C:31]([F:35])=[CH:30][C:29]=4[F:36])=[O:26])=[CH:20][CH:19]=3)=[CH:16][N:17]=2)[CH2:9][CH2:8]1)([CH3:6])[C:3]([OH:5])=[O:4].FC1C=C(F)C=CC=1NC(=O)NC1C=CC(C2SC(C3CCN(C(C)(C)C(OC(C)(C)C)=O)CC3)=NC=2)=CC=1.Cl. The catalyst is C(O)(C)C. The product is [F:36][C:29]1[CH:30]=[C:31]([F:35])[CH:32]=[CH:33][C:28]=1[NH:27][C:25](=[O:26])[NH:24][C:21]1[CH:20]=[CH:19][C:18]([C:15]2[S:14][C:13]([CH:10]3[CH2:9][CH2:8][N:7]([C:2]([CH3:1])([CH3:6])[C:3]([OH:5])=[O:4])[CH2:12][CH2:11]3)=[N:17][CH:16]=2)=[CH:23][CH:22]=1. The yield is 0.790. (7) The reactants are Cl.[CH2:2]([O:4][C:5](=[O:14])[CH:6]([NH2:13])[C:7](=O)[C:8]([F:11])([F:10])[F:9])[CH3:3].C(OC([N:22]1[CH2:27][CH2:26][C:25](=O)[CH2:24][C:23]1=[O:29])=O)(C)(C)C.C([O-])(=O)C.[Na+]. The catalyst is O.O1CCOCC1. The product is [CH2:2]([O:4][C:5]([C:6]1[NH:13][C:25]2[CH2:26][CH2:27][NH:22][C:23](=[O:29])[C:24]=2[C:7]=1[C:8]([F:11])([F:10])[F:9])=[O:14])[CH3:3]. The yield is 0.350.